From a dataset of Peptide-MHC class II binding affinity with 134,281 pairs from IEDB. Regression. Given a peptide amino acid sequence and an MHC pseudo amino acid sequence, predict their binding affinity value. This is MHC class II binding data. The peptide sequence is VDRDTARRHLAEGKV. The MHC is DRB1_0901 with pseudo-sequence DRB1_0901. The binding affinity (normalized) is 0.397.